This data is from Peptide-MHC class I binding affinity with 185,985 pairs from IEDB/IMGT. The task is: Regression. Given a peptide amino acid sequence and an MHC pseudo amino acid sequence, predict their binding affinity value. This is MHC class I binding data. (1) The peptide sequence is VQPWLMVDV. The MHC is HLA-A02:11 with pseudo-sequence HLA-A02:11. The binding affinity (normalized) is 0.558. (2) The MHC is Mamu-A2201 with pseudo-sequence Mamu-A2201. The peptide sequence is HPAQTSQWDD. The binding affinity (normalized) is 0.0184. (3) The peptide sequence is ILKALGPAA. The MHC is HLA-A02:01 with pseudo-sequence HLA-A02:01. The binding affinity (normalized) is 0. (4) The peptide sequence is AVYLLDGLR. The MHC is HLA-B08:01 with pseudo-sequence HLA-B08:01. The binding affinity (normalized) is 0.0847. (5) The peptide sequence is AYIDNYNKW. The MHC is HLA-A23:01 with pseudo-sequence HLA-A23:01. The binding affinity (normalized) is 0.890. (6) The binding affinity (normalized) is 0.357. The peptide sequence is KEKAPDVGVL. The MHC is HLA-B40:01 with pseudo-sequence HLA-B40:01. (7) The peptide sequence is RLLHRTTRH. The MHC is HLA-A03:01 with pseudo-sequence HLA-A03:01. The binding affinity (normalized) is 0.770. (8) The peptide sequence is SGLPGIFIV. The MHC is HLA-A80:01 with pseudo-sequence HLA-A80:01. The binding affinity (normalized) is 0.0847. (9) The peptide sequence is MTDLSKKGY. The MHC is HLA-A80:01 with pseudo-sequence HLA-A80:01. The binding affinity (normalized) is 0.0847.